The task is: Predict which catalyst facilitates the given reaction.. This data is from Catalyst prediction with 721,799 reactions and 888 catalyst types from USPTO. (1) Reactant: [CH3:1][O:2][C:3]1[CH2:7][O:6][C:5](=[O:8])[CH:4]=1.[F:9][C:10]([F:20])([F:19])[C:11]1[CH:18]=[CH:17][CH:16]=[CH:15][C:12]=1[CH:13]=[O:14].O.[OH-].[Li+].O. Product: [OH:14][CH:13]([C:12]1[CH:15]=[CH:16][CH:17]=[CH:18][C:11]=1[C:10]([F:9])([F:19])[F:20])[CH:7]1[O:6][C:5](=[O:8])[CH:4]=[C:3]1[O:2][CH3:1]. The catalyst class is: 10. (2) Product: [Cl:1][C:2]1[CH:10]=[C:9]2[C:5]([CH2:6][CH:7]([C:26]([O:28][CH2:29][CH3:30])=[O:27])[C:8]2=[O:11])=[CH:4][C:3]=1[O:12][CH3:13]. Reactant: [Cl:1][C:2]1[CH:10]=[C:9]2[C:5]([CH2:6][CH2:7][C:8]2=[O:11])=[CH:4][C:3]=1[O:12][CH3:13].C[Si]([N-][Si](C)(C)C)(C)C.[Li+].C([C:26]([O:28][CH2:29][CH3:30])=[O:27])#N. The catalyst class is: 1. (3) Reactant: [Br:1][C:2]1[CH:7]=[CH:6][C:5]([CH2:8]Br)=[CH:4][C:3]=1[F:10].[C-:11]#[N:12].[K+]. Product: [Br:1][C:2]1[CH:7]=[CH:6][C:5]([CH2:8][C:11]#[N:12])=[CH:4][C:3]=1[F:10]. The catalyst class is: 8. (4) Reactant: [Cl-:1].[Cl-].[Cl-].[CH:4]1([Ti+3:9])[CH:8]=[CH:7][CH:6]=[CH:5]1.[OH:10][C:11]1[CH:16]=[CH:15][CH:14]=[CH:13][N:12]=1.C(N(CC)CC)C. Product: [Cl-:1].[Cl-:1].[CH:4]1([Ti+2:9][O:10][C:11]2[CH:16]=[CH:15][CH:14]=[CH:13][N:12]=2)[CH:8]=[CH:7][CH:6]=[CH:5]1. The catalyst class is: 28. (5) Reactant: [N:1]1([CH:6]([C:39]2[CH:43]=[CH:42][S:41][CH:40]=2)[C:7]([NH:9][C:10]2[CH:11]=[C:12]3[C:16](=[CH:17][CH:18]=2)[NH:15][N:14]=[C:13]3[C:19]2[CH:38]=[CH:37][C:22]([O:23][CH:24]3[CH2:29][CH2:28][N:27](C(OC(C)(C)C)=O)[CH2:26][CH2:25]3)=[CH:21][CH:20]=2)=[O:8])[CH2:5][CH2:4][CH2:3][CH2:2]1.C(O)(C(F)(F)F)=O. Product: [NH:27]1[CH2:26][CH2:25][CH:24]([O:23][C:22]2[CH:37]=[CH:38][C:19]([C:13]3[C:12]4[C:16](=[CH:17][CH:18]=[C:10]([NH:9][C:7](=[O:8])[CH:6]([N:1]5[CH2:5][CH2:4][CH2:3][CH2:2]5)[C:39]5[CH:43]=[CH:42][S:41][CH:40]=5)[CH:11]=4)[NH:15][N:14]=3)=[CH:20][CH:21]=2)[CH2:29][CH2:28]1. The catalyst class is: 2. (6) Reactant: [OH:1][C:2]1[C:14](=[O:15])[N:6]2[CH2:7][CH:8]3[CH2:13][CH:12]([C:5]2=[N:4][C:3]=1[C:16]([O:18][CH2:19][CH3:20])=[O:17])[CH2:11][NH:10][CH2:9]3.C(N(C(C)C)CC)(C)C.[CH2:30]([O:37][C:38](Cl)=[O:39])[C:31]1[CH:36]=[CH:35][CH:34]=[CH:33][CH:32]=1.Cl. Product: [OH:1][C:2]1[C:14](=[O:15])[N:6]2[CH2:7][CH:8]3[CH2:13][CH:12]([C:5]2=[N:4][C:3]=1[C:16]([O:18][CH2:19][CH3:20])=[O:17])[CH2:11][N:10]([C:38]([O:37][CH2:30][C:31]1[CH:36]=[CH:35][CH:34]=[CH:33][CH:32]=1)=[O:39])[CH2:9]3. The catalyst class is: 2.